From a dataset of Forward reaction prediction with 1.9M reactions from USPTO patents (1976-2016). Predict the product of the given reaction. Given the reactants [CH2:1]([N:8]([CH3:28])[C:9]([C:11]1[CH:16]=[CH:15][C:14]([C@@H:17]2[CH2:19][C@H:18]2[NH:20]C(=O)OC(C)(C)C)=[CH:13][CH:12]=1)=[O:10])[C:2]1[CH:7]=[CH:6][CH:5]=[CH:4][CH:3]=1.[ClH:29].COC1CCCC1, predict the reaction product. The product is: [ClH:29].[NH2:20][C@@H:18]1[CH2:19][C@H:17]1[C:14]1[CH:15]=[CH:16][C:11]([C:9]([N:8]([CH2:1][C:2]2[CH:3]=[CH:4][CH:5]=[CH:6][CH:7]=2)[CH3:28])=[O:10])=[CH:12][CH:13]=1.